Dataset: Catalyst prediction with 721,799 reactions and 888 catalyst types from USPTO. Task: Predict which catalyst facilitates the given reaction. (1) Reactant: O.[OH-].[Li+].C([O:6][C:7]([C:9]1[CH:13]=[C:12]([C:14]2[CH:19]=[N:18][C:17]([CH3:20])=[CH:16][N:15]=2)[N:11]([C:21]2[CH:22]=[N:23][C:24]([CH3:27])=[CH:25][CH:26]=2)[N:10]=1)=[O:8])C.Cl. Product: [CH3:20][C:17]1[N:18]=[CH:19][C:14]([C:12]2[N:11]([C:21]3[CH:22]=[N:23][C:24]([CH3:27])=[CH:25][CH:26]=3)[N:10]=[C:9]([C:7]([OH:8])=[O:6])[CH:13]=2)=[N:15][CH:16]=1. The catalyst class is: 132. (2) Reactant: Br[C:2]1[N:7]2[N:8]=[C:9]([NH2:11])[N:10]=[C:6]2[CH:5]=[CH:4][CH:3]=1.[NH:12]1[CH:16]=[CH:15][CH:14]=[N:13]1.[OH-].[K+]. Product: [N:12]1([C:2]2[N:7]3[N:8]=[C:9]([NH2:11])[N:10]=[C:6]3[CH:5]=[CH:4][CH:3]=2)[CH:16]=[CH:15][CH:14]=[N:13]1. The catalyst class is: 6. (3) Reactant: [CH3:1][N:2]1[CH2:7][CH:6]=[C:5]([C:8]2[CH:35]=[C:11]3[CH2:12][N:13]([C:17]([O:19][CH2:20][C:21]4[CH:26]=[C:25]([C:27]([F:30])([F:29])[F:28])[CH:24]=[C:23]([C:31]([F:34])([F:33])[F:32])[CH:22]=4)=[O:18])[CH2:14][CH2:15][CH2:16][N:10]3[N:9]=2)[CH2:4][CH2:3]1.[H][H]. Product: [CH3:1][N:2]1[CH2:7][CH2:6][CH:5]([C:8]2[CH:35]=[C:11]3[CH2:12][N:13]([C:17]([O:19][CH2:20][C:21]4[CH:26]=[C:25]([C:27]([F:28])([F:29])[F:30])[CH:24]=[C:23]([C:31]([F:34])([F:33])[F:32])[CH:22]=4)=[O:18])[CH2:14][CH2:15][CH2:16][N:10]3[N:9]=2)[CH2:4][CH2:3]1. The catalyst class is: 63. (4) Reactant: [OH-].[NH4+:2].[C:3]([C:5]1[CH:6]=[C:7]([S:12](Cl)(=[O:14])=[O:13])[CH:8]=[CH:9][C:10]=1[F:11])#[N:4]. Product: [C:3]([C:5]1[CH:6]=[C:7]([S:12]([NH2:2])(=[O:14])=[O:13])[CH:8]=[CH:9][C:10]=1[F:11])#[N:4]. The catalyst class is: 33. (5) Reactant: [N:1]1[NH:2][N:3]=[N:4][C:5]=1[C:6]1[CH:7]=[C:8]([C:12]2[S:16][C:15]3[CH:17]=[CH:18][C:19]([NH2:21])=[CH:20][C:14]=3[CH:13]=2)[CH:9]=[N:10][CH:11]=1.[Cl:22][C:23]1[CH:28]=[CH:27][C:26]([N:29]=[C:30]=[O:31])=[CH:25][C:24]=1[C:32]([F:35])([F:34])[F:33]. Product: [Cl:22][C:23]1[CH:28]=[CH:27][C:26]([NH:29][C:30]([NH:21][C:19]2[CH:18]=[CH:17][C:15]3[S:16][C:12]([C:8]4[CH:9]=[N:10][CH:11]=[C:6]([C:5]5[N:1]=[N:2][NH:3][N:4]=5)[CH:7]=4)=[CH:13][C:14]=3[CH:20]=2)=[O:31])=[CH:25][C:24]=1[C:32]([F:33])([F:34])[F:35]. The catalyst class is: 54.